Dataset: Reaction yield outcomes from USPTO patents with 853,638 reactions. Task: Predict the reaction yield, written as a fraction of the theoretical maximum amount of product (1.0 means a 100% yield; for example, 0.34 means a 34% yield). (1) The reactants are Cl[C:2]1[CH:7]=[CH:6][N:5]=[C:4]2[CH:8]=[C:9]([C:11]3[N:15]([CH3:16])[C:14]([C:17]([OH:20])([CH3:19])[CH3:18])=[N:13][CH:12]=3)[S:10][C:3]=12.[CH3:21][C:22]1[NH:23][C:24]2[C:29]([CH:30]=1)=[CH:28][C:27]([NH2:31])=[CH:26][CH:25]=2.ClC(Cl)C. The catalyst is C(O)(C)(C)C. The product is [CH3:16][N:15]1[C:11]([C:9]2[S:10][C:3]3[C:4](=[N:5][CH:6]=[CH:7][C:2]=3[NH:31][C:27]3[CH:28]=[C:29]4[C:24](=[CH:25][CH:26]=3)[NH:23][C:22]([CH3:21])=[CH:30]4)[CH:8]=2)=[CH:12][N:13]=[C:14]1[C:17]([OH:20])([CH3:19])[CH3:18]. The yield is 0.660. (2) The reactants are [CH2:1]([O:3][C:4]([C:6]1[CH:7]=[N:8][N:9]([C:11]2[N:15]([CH2:16][O:17][CH2:18][CH2:19][O:20][CH3:21])[C:14]3[CH:22]=[C:23]([Cl:37])[C:24]([S:26]SC4C=CC=CC=4[N+]([O-])=O)=[CH:25][C:13]=3[N:12]=2)[CH:10]=1)=[O:5])[CH3:2].[BH4-].[Na+]. The catalyst is CCO.O. The product is [CH2:1]([O:3][C:4]([C:6]1[CH:7]=[N:8][N:9]([C:11]2[N:15]([CH2:16][O:17][CH2:18][CH2:19][O:20][CH3:21])[C:14]3[CH:22]=[C:23]([Cl:37])[C:24]([SH:26])=[CH:25][C:13]=3[N:12]=2)[CH:10]=1)=[O:5])[CH3:2]. The yield is 0.480. (3) The reactants are [NH2:1][C:2]1[CH:3]=[C:4]([OH:12])[C:5](=[CH:10][CH:11]=1)[C:6]([O:8][CH3:9])=[O:7].[Cl:13][C:14]1[CH:19]=[CH:18][CH:17]=[C:16]([CH3:20])[C:15]=1[S:21](Cl)(=[O:23])=[O:22]. No catalyst specified. The product is [Cl:13][C:14]1[CH:19]=[CH:18][CH:17]=[C:16]([CH3:20])[C:15]=1[S:21]([NH:1][C:2]1[CH:11]=[CH:10][C:5]([C:6]([O:8][CH3:9])=[O:7])=[C:4]([OH:12])[CH:3]=1)(=[O:22])=[O:23]. The yield is 0.300. (4) The yield is 0.722. The reactants are [I-].[C:2]1([S+:8]([C:15]2[CH:20]=[CH:19][CH:18]=[CH:17][CH:16]=2)[C:9]2[CH:14]=[CH:13][CH:12]=[CH:11][CH:10]=2)[CH:7]=[CH:6][CH:5]=[CH:4][CH:3]=1.[P:21](OC)([O:25][CH3:26])([O:23][CH3:24])=[O:22]. No catalyst specified. The product is [CH3:24][O:23][PH:21](=[O:22])[O:25][CH3:26].[C:15]1([S+:8]([C:2]2[CH:3]=[CH:4][CH:5]=[CH:6][CH:7]=2)[C:9]2[CH:14]=[CH:13][CH:12]=[CH:11][CH:10]=2)[CH:16]=[CH:17][CH:18]=[CH:19][CH:20]=1. (5) The reactants are Br[C:2]1[CH:7]=[CH:6][C:5]([C:8]2[N:9]=[C:10]([N:18]3[CH2:23][CH2:22][N:21]([CH2:24][CH3:25])[CH2:20][CH2:19]3)[C:11]3[C:16]([CH:17]=2)=[CH:15][CH:14]=[CH:13][CH:12]=3)=[CH:4][CH:3]=1.[O:26]1[CH2:31][CH2:30][C:29](=[O:32])[CH2:28][CH2:27]1.[Cl-].[NH4+]. The catalyst is O1CCCC1. The product is [CH2:24]([N:21]1[CH2:22][CH2:23][N:18]([C:10]2[C:11]3[C:16](=[CH:15][CH:14]=[CH:13][CH:12]=3)[CH:17]=[C:8]([C:5]3[CH:4]=[CH:3][C:2]([C:29]4([OH:32])[CH2:30][CH2:31][O:26][CH2:27][CH2:28]4)=[CH:7][CH:6]=3)[N:9]=2)[CH2:19][CH2:20]1)[CH3:25]. The yield is 0.321. (6) The reactants are [Cl:1][C:2]1[S:3][CH:4]=[C:5]([CH3:7])[N:6]=1.S(Cl)(Cl)=O.[Cl:12][S:13](O)(=[O:15])=[O:14]. No catalyst specified. The product is [Cl:1][C:2]1[S:3][C:4]([S:13]([Cl:12])(=[O:15])=[O:14])=[C:5]([CH3:7])[N:6]=1. The yield is 0.430.